This data is from Forward reaction prediction with 1.9M reactions from USPTO patents (1976-2016). The task is: Predict the product of the given reaction. (1) Given the reactants [N+:1]([C:4]1[CH:5]=[C:6]([C:13]2[CH:18]=[CH:17][N:16]=[CH:15][CH:14]=2)[C:7]2[O:11][CH:10]=[CH:9][C:8]=2[CH:12]=1)([O-])=O.C(O)C.O.NN, predict the reaction product. The product is: [NH2:1][C:4]1[CH:5]=[C:6]([C:13]2[CH:18]=[CH:17][N:16]=[CH:15][CH:14]=2)[C:7]2[O:11][CH:10]=[CH:9][C:8]=2[CH:12]=1. (2) Given the reactants Br[C:2]1[CH:3]=[C:4]2[C:9](=[CH:10][CH:11]=1)[CH:8]=[N:7][CH:6]=[CH:5]2.[C:12]([O-:15])(=[O:14])C.[Na+].[C:17]1(P(C2C=CC=CC=2)C2C=CC=CC=2)C=CC=CC=1.[C]=O, predict the reaction product. The product is: [CH:8]1[C:9]2[C:4](=[CH:3][C:2]([C:12]([O:15][CH3:17])=[O:14])=[CH:11][CH:10]=2)[CH:5]=[CH:6][N:7]=1.